Dataset: Full USPTO retrosynthesis dataset with 1.9M reactions from patents (1976-2016). Task: Predict the reactants needed to synthesize the given product. Given the product [CH2:16]([C:6]1[C:11]([NH2:12])=[C:10]([CH2:1][CH3:2])[N:9]=[C:8]([CH3:14])[N:7]=1)[CH3:17], predict the reactants needed to synthesize it. The reactants are: [CH2:1]([Mg]Br)[CH3:2].Cl[C:6]1[C:11]([NH2:12])=[C:10](Cl)[N:9]=[C:8]([CH3:14])[N:7]=1.O1CC[CH2:17][CH2:16]1.